From a dataset of Reaction yield outcomes from USPTO patents with 853,638 reactions. Predict the reaction yield, written as a fraction of the theoretical maximum amount of product (1.0 means a 100% yield; for example, 0.34 means a 34% yield). The catalyst is CO. The reactants are [CH3:1][O:2][C:3]1[CH:10]=[C:9]([O:11][CH3:12])[CH:8]=[CH:7][C:4]=1[CH:5]=[O:6].[I:13]Cl.Cl. The product is [I:13][C:8]1[C:9]([O:11][CH3:12])=[CH:10][C:3]([O:2][CH3:1])=[C:4]([CH:7]=1)[CH:5]=[O:6]. The yield is 0.875.